From a dataset of Forward reaction prediction with 1.9M reactions from USPTO patents (1976-2016). Predict the product of the given reaction. (1) Given the reactants [NH2:1][C:2]1[C:3]2[C:10]([C:11]3[CH:31]=[CH:30][C:14]([CH2:15][NH:16][C:17]4[C:24]([C:25]5[O:26][CH:27]=[CH:28][N:29]=5)=[CH:23][C:20]([C:21]#[N:22])=[CH:19][N:18]=4)=[CH:13][CH:12]=3)=[CH:9][N:8](S(C3C=CC=CC=3)(=O)=O)[C:4]=2[N:5]=[CH:6][N:7]=1.C([O-])([O-])=O.[K+].[K+], predict the reaction product. The product is: [NH2:1][C:2]1[C:3]2[C:10]([C:11]3[CH:31]=[CH:30][C:14]([CH2:15][NH:16][C:17]4[C:24]([C:25]5[O:26][CH:27]=[CH:28][N:29]=5)=[CH:23][C:20]([C:21]#[N:22])=[CH:19][N:18]=4)=[CH:13][CH:12]=3)=[CH:9][NH:8][C:4]=2[N:5]=[CH:6][N:7]=1. (2) Given the reactants C([N:8]1[C:13](=O)[C:12]([C:15]2[CH:20]=[CH:19][C:18]([Cl:21])=[CH:17][CH:16]=2)=C(Cl)C(OCC2C=CC=CC=2)=N1)C1C=CC=CC=1.[CH2:31]([N:38]1[C:43](=[O:44])[C:42](Cl)=[C:41]([C:46]2[CH:51]=[CH:50][C:49]([Cl:52])=[CH:48][CH:47]=2)[C:40]([O:53][CH2:54][C:55]2[CH:60]=[CH:59][CH:58]=[CH:57][CH:56]=2)=[N:39]1)[C:32]1[CH:37]=[CH:36][CH:35]=[CH:34][CH:33]=1.C(=O)([O-])[O-].[Na+].[Na+].C(O[CH2:71][CH3:72])(=O)C, predict the reaction product. The product is: [CH2:31]([N:38]1[C:43](=[O:44])[C:42]([C:15]2[CH:16]=[CH:17][C:18]([Cl:21])=[CH:19][CH:20]=2)=[C:41]([C:72]2[CH:71]=[CH:43][N:38]=[CH:31][CH:32]=2)[C:40]([O:53][CH2:54][C:55]2[CH:56]=[CH:57][CH:58]=[CH:59][CH:60]=2)=[N:39]1)[C:32]1[CH:33]=[CH:34][CH:35]=[CH:36][CH:37]=1.[CH2:31]([N:38]1[C:43](=[O:44])[C:42]([C:15]2[CH:12]=[CH:13][N:8]=[CH:19][CH:20]=2)=[C:41]([C:46]2[CH:51]=[CH:50][C:49]([Cl:52])=[CH:48][CH:47]=2)[C:40]([O:53][CH2:54][C:55]2[CH:60]=[CH:59][CH:58]=[CH:57][CH:56]=2)=[N:39]1)[C:32]1[CH:33]=[CH:34][CH:35]=[CH:36][CH:37]=1. (3) Given the reactants [B:10]1([B:10]2[O:14][C:13]([CH3:16])([CH3:15])[C:12]([CH3:18])([CH3:17])[O:11]2)[O:14][C:13]([CH3:16])([CH3:15])[C:12]([CH3:18])([CH3:17])[O:11]1.CC([O-])=O.[K+].[C:24]1([C:47]2[CH:52]=[CH:51][CH:50]=[CH:49][CH:48]=2)[CH:29]=[CH:28][CH:27]=[C:26]([C:30]2[C:43]3[C:44]4=[C:45]5[C:40](=[CH:41][CH:42]=3)[CH:39]=[CH:38][C:37](Br)=[C:36]5[CH:35]=[CH:34][C:33]4=[CH:32][CH:31]=2)[CH:25]=1.C(Cl)Cl, predict the reaction product. The product is: [C:24]1([C:47]2[CH:48]=[CH:49][CH:50]=[CH:51][CH:52]=2)[CH:29]=[CH:28][CH:27]=[C:26]([C:30]2[CH:31]=[CH:32][C:33]3[C:44]4=[C:45]5[C:40](=[CH:39][CH:38]=[C:37]([B:10]6[O:11][C:12]([CH3:17])([CH3:18])[C:13]([CH3:15])([CH3:16])[O:14]6)[C:36]5=[CH:35][CH:34]=3)[CH:41]=[CH:42][C:43]=24)[CH:25]=1. (4) Given the reactants [F:1][C:2]([F:18])([F:17])[C:3]([C:5]1[C:13]2[C:8](=[CH:9][C:10]([N+:14]([O-:16])=[O:15])=[CH:11][CH:12]=2)[NH:7][CH:6]=1)=[O:4].C(=O)([O-])[O-].[K+].[K+].I[CH:26]([CH3:28])[CH3:27], predict the reaction product. The product is: [F:18][C:2]([F:1])([F:17])[C:3]([C:5]1[C:13]2[C:8](=[CH:9][C:10]([N+:14]([O-:16])=[O:15])=[CH:11][CH:12]=2)[N:7]([CH:26]([CH3:28])[CH3:27])[CH:6]=1)=[O:4]. (5) Given the reactants [OH:1]O.[O-]Cl=O.[Na+].[Br:7][C:8]1[C:15]([CH3:16])=[CH:14][C:11]([CH:12]=[O:13])=[C:10]([F:17])[CH:9]=1.Cl, predict the reaction product. The product is: [Br:7][C:8]1[C:15]([CH3:16])=[CH:14][C:11]([C:12]([OH:1])=[O:13])=[C:10]([F:17])[CH:9]=1. (6) Given the reactants [Cl:1][C:2]1[CH:3]=[C:4]([CH2:9][N:10]2[C:14]([CH3:15])=[C:13]([C:16]([NH:18][C:19]3[CH:20]=[C:21]([CH:25]=[CH:26][CH:27]=3)[C:22]([OH:24])=O)=[O:17])[N:12]=[N:11]2)[CH:5]=[CH:6][C:7]=1[Cl:8].[CH2:28]([NH2:30])[CH3:29].CN(C(ON1N=NC2C=CC=NC1=2)=[N+](C)C)C.F[P-](F)(F)(F)(F)F.CCN(C(C)C)C(C)C, predict the reaction product. The product is: [Cl:1][C:2]1[CH:3]=[C:4]([CH2:9][N:10]2[C:14]([CH3:15])=[C:13]([C:16]([NH:18][C:19]3[CH:27]=[CH:26][CH:25]=[C:21]([C:22]([NH:30][CH2:28][CH3:29])=[O:24])[CH:20]=3)=[O:17])[N:12]=[N:11]2)[CH:5]=[CH:6][C:7]=1[Cl:8].